This data is from Reaction yield outcomes from USPTO patents with 853,638 reactions. The task is: Predict the reaction yield, written as a fraction of the theoretical maximum amount of product (1.0 means a 100% yield; for example, 0.34 means a 34% yield). (1) The reactants are [NH2:1][CH2:2][C:3]1[CH:12]=[CH:11][C:6]([C:7]([O:9][CH3:10])=[O:8])=[CH:5][N:4]=1.[C:13]1([CH2:19][CH2:20][C:21](Cl)=[O:22])[CH:18]=[CH:17][CH:16]=[CH:15][CH:14]=1.C([O-])(O)=O.[Na+]. The catalyst is N1C=CC=CC=1. The product is [C:13]1([CH2:19][CH2:20][C:21]([NH:1][CH2:2][C:3]2[CH:12]=[CH:11][C:6]([C:7]([O:9][CH3:10])=[O:8])=[CH:5][N:4]=2)=[O:22])[CH:18]=[CH:17][CH:16]=[CH:15][CH:14]=1. The yield is 0.490. (2) The reactants are [NH2:1][CH:2]([CH:6]1[CH2:11][CH:10]2[CH:8]([C:9]2([F:13])[F:12])[CH2:7]1)[C:3]([OH:5])=[O:4].[Si](C=[N+]=[N-])(C)(C)[CH3:15]. The catalyst is C(Cl)Cl.CO. The product is [NH2:1][CH:2]([CH:6]1[CH2:7][CH:8]2[CH:10]([C:9]2([F:12])[F:13])[CH2:11]1)[C:3]([O:5][CH3:15])=[O:4]. The yield is 0.841. (3) The reactants are [CH2:1]([OH:4])[CH2:2][OH:3].[H-].[Na+].Br[CH:8]([O:12][C:13]([C:26]1[CH:31]=[CH:30][CH:29]=[CH:28][CH:27]=1)([C:20]1[CH:25]=[CH:24][CH:23]=[CH:22][CH:21]=1)[C:14]1[CH:19]=[CH:18][CH:17]=[CH:16][CH:15]=1)[CH2:9][CH2:10][CH3:11]. The catalyst is CN(C=O)C. The product is [C:13]([O:12][CH2:8][CH2:9][CH2:10][CH2:11][O:3][CH2:2][CH2:1][OH:4])([C:20]1[CH:21]=[CH:22][CH:23]=[CH:24][CH:25]=1)([C:26]1[CH:31]=[CH:30][CH:29]=[CH:28][CH:27]=1)[C:14]1[CH:15]=[CH:16][CH:17]=[CH:18][CH:19]=1. The yield is 0.760. (4) The reactants are [Br:1][C:2]1[CH:10]=[C:9]2[C:5]([C:6](=[O:12])C(=O)[NH:8]2)=[CH:4][C:3]=1[F:13].[OH-:14].[Na+].OO.Cl. No catalyst specified. The product is [NH2:8][C:9]1[CH:10]=[C:2]([Br:1])[C:3]([F:13])=[CH:4][C:5]=1[C:6]([OH:12])=[O:14]. The yield is 0.250. (5) The reactants are OS(O)(=O)=O.[NH2:6][C:7]1[N:15]=[CH:14][CH:13]=[CH:12][C:8]=1[C:9]([OH:11])=[O:10].[CH3:16]O. No catalyst specified. The product is [NH2:6][C:7]1[N:15]=[CH:14][CH:13]=[CH:12][C:8]=1[C:9]([O:11][CH3:16])=[O:10]. The yield is 0.710. (6) The yield is 0.600. The reactants are Br[CH2:2][C:3]([CH3:20])=[CH:4][CH2:5][C:6]1[C:14]([OH:15])=[C:13]2[C:9]([CH2:10][O:11][C:12]2=[O:16])=[C:8]([CH3:17])[C:7]=1[O:18][CH3:19].[CH3:21][O:22][P:23]([O:26]C)[O:24][CH3:25]. The product is [CH3:21][O:22][P:23]([CH2:2][C:3]([CH3:20])=[CH:4][CH2:5][C:6]1[C:14]([OH:15])=[C:13]2[C:9](=[C:8]([CH3:17])[C:7]=1[O:18][CH3:19])[CH2:10][O:11][C:12]2=[O:16])(=[O:26])[O:24][CH3:25]. No catalyst specified. (7) The reactants are Cl[C:2]1[N:10]=[C:9]([C:11]([F:14])([F:13])[F:12])[CH:8]=[CH:7][C:3]=1[C:4]([OH:6])=[O:5].[CH3:15][NH:16][CH3:17].C1COCC1. No catalyst specified. The product is [CH3:15][N:16]([CH3:17])[C:2]1[N:10]=[C:9]([C:11]([F:14])([F:13])[F:12])[CH:8]=[CH:7][C:3]=1[C:4]([OH:6])=[O:5]. The yield is 0.960.